From a dataset of Forward reaction prediction with 1.9M reactions from USPTO patents (1976-2016). Predict the product of the given reaction. (1) Given the reactants [O:1]([C:8]1[CH:13]=[CH:12][C:11]([NH:14][C:15]2[C:24]3[C:19](=[CH:20][C:21](I)=[CH:22][CH:23]=3)[N:18]=[CH:17][CH:16]=2)=[CH:10][CH:9]=1)[C:2]1[CH:7]=[CH:6][CH:5]=[CH:4][CH:3]=1.[O:26]1CCO[CH:27]1[C:31]1[N:32]=[CH:33][S:34][C:35]=1[Sn](CCCC)(CCCC)CCCC.[OH-].[Na+], predict the reaction product. The product is: [O:1]([C:8]1[CH:13]=[CH:12][C:11]([NH:14][C:15]2[C:24]3[C:19](=[CH:20][C:21]([C:35]4[S:34][CH:33]=[N:32][C:31]=4[CH:27]=[O:26])=[CH:22][CH:23]=3)[N:18]=[CH:17][CH:16]=2)=[CH:10][CH:9]=1)[C:2]1[CH:7]=[CH:6][CH:5]=[CH:4][CH:3]=1. (2) Given the reactants Br[C:2]1[CH:7]=[C:6]([NH2:8])[C:5](Br)=[CH:4][C:3]=1[NH2:10].[O:11]1[CH:15]=[CH:14][CH:13]=[C:12]1B(O)O.[C:19]1(C)C=C[CH:22]=[CH:21][CH:20]=1.C([O-])([O-])=[O:27].[Cs+].[Cs+], predict the reaction product. The product is: [O:11]1[CH:15]=[CH:14][CH:13]=[C:12]1[C:2]1[CH:7]=[C:6]([NH2:8])[C:5]([C:19]2[O:27][CH:22]=[CH:21][CH:20]=2)=[CH:4][C:3]=1[NH2:10]. (3) Given the reactants [CH3:1][C:2]1[CH:3]=[C:4]([NH:9][CH2:10][CH2:11][C:12]2[CH:13]=[N:14][C:15]([C:18]([F:21])([F:20])[F:19])=[CH:16][CH:17]=2)[CH:5]=[CH:6][C:7]=1[CH3:8].C(OC([NH:29][CH:30]([C:34]1[CH:39]=[CH:38][C:37]([F:40])=[CH:36][CH:35]=1)[C:31](O)=[O:32])=O)(C)(C)C, predict the reaction product. The product is: [NH2:29][C@@H:30]([C:34]1[CH:39]=[CH:38][C:37]([F:40])=[CH:36][CH:35]=1)[C:31]([N:9]([C:4]1[CH:5]=[CH:6][C:7]([CH3:8])=[C:2]([CH3:1])[CH:3]=1)[CH2:10][CH2:11][C:12]1[CH:13]=[N:14][C:15]([C:18]([F:21])([F:20])[F:19])=[CH:16][CH:17]=1)=[O:32]. (4) Given the reactants [CH:1]1[CH:2]=[N:3][C:4]2[C:9]([N:10]=1)=[CH:8][C:7]1[CH:11]3[CH2:16][NH:15][CH2:14][CH:13]([C:6]=1[CH:5]=2)[CH2:12]3.C(O)(C(O)=O)C(O)C(O)=O.O=C1O[C@H]([C@H](CO)O)C(O)=C1O.ClC(Cl)(F)F.C(Cl)(F)(F)C(Cl)(F)F, predict the reaction product. The product is: [CH:2]1[CH:1]=[N:10][C:9]2[C:4]([N:3]=1)=[CH:5][C:6]1[CH:13]3[CH2:14][NH:15][CH2:16][CH:11]([C:7]=1[CH:8]=2)[CH2:12]3. (5) Given the reactants Br[C:2]1[C:10]2[C:9]3[CH:11]=[CH:12][CH:13]=[CH:14][C:8]=3[O:7][C:6]=2[CH:5]=[CH:4][CH:3]=1.[NH:15]1[CH:19]=[CH:18][CH:17]=[N:16]1.C(=NO)C1C(=CC=CC=1)O.C(=O)([O-])[O-].[Cs+].[Cs+], predict the reaction product. The product is: [NH:15]1[CH:19]=[CH:18][C:17]([C:2]2[C:10]3[C:9]4[CH:11]=[CH:12][CH:13]=[CH:14][C:8]=4[O:7][C:6]=3[CH:5]=[CH:4][CH:3]=2)=[N:16]1.